Predict the reactants needed to synthesize the given product. From a dataset of Full USPTO retrosynthesis dataset with 1.9M reactions from patents (1976-2016). Given the product [Cl:1][C:2]1[CH:3]=[CH:4][C:5]2[CH2:12][CH2:11][N:10]([CH3:13])[CH2:9][CH2:8][N:7]([NH2:15])[C:6]=2[CH:14]=1, predict the reactants needed to synthesize it. The reactants are: [Cl:1][C:2]1[CH:3]=[CH:4][C:5]2[CH2:12][CH2:11][N:10]([CH3:13])[CH2:9][CH2:8][NH:7][C:6]=2[CH:14]=1.[N:15]([O-])=O.[Na+].C(=O)(O)[O-].[Na+].[H-].[Al+3].[Li+].[H-].[H-].[H-].